This data is from Peptide-MHC class II binding affinity with 134,281 pairs from IEDB. The task is: Regression. Given a peptide amino acid sequence and an MHC pseudo amino acid sequence, predict their binding affinity value. This is MHC class II binding data. (1) The peptide sequence is SKLTYENVKMEDVGY. The MHC is HLA-DPA10103-DPB10401 with pseudo-sequence HLA-DPA10103-DPB10401. The binding affinity (normalized) is 0.490. (2) The peptide sequence is MASSSSVLLVVVLFA. The MHC is DRB1_1302 with pseudo-sequence DRB1_1302. The binding affinity (normalized) is 0.118. (3) The peptide sequence is MKEGRYEVRAELPGV. The MHC is DRB1_1501 with pseudo-sequence DRB1_1501. The binding affinity (normalized) is 0.0250. (4) The peptide sequence is LEAAVKQAYAATVAT. The MHC is HLA-DQA10101-DQB10501 with pseudo-sequence HLA-DQA10101-DQB10501. The binding affinity (normalized) is 0.125. (5) The peptide sequence is KTLILLETFVRVNPE. The MHC is DRB1_0101 with pseudo-sequence DRB1_0101. The binding affinity (normalized) is 1.00. (6) The peptide sequence is DVDIIVDARLDLSST. The MHC is DRB1_0401 with pseudo-sequence DRB1_0401. The binding affinity (normalized) is 0. (7) The peptide sequence is KGTSYKICTDKMFFV. The MHC is DRB1_0301 with pseudo-sequence DRB1_0301. The binding affinity (normalized) is 0.649. (8) The peptide sequence is RMLEPTRVVNWEVII. The MHC is DRB1_0301 with pseudo-sequence DRB1_0301. The binding affinity (normalized) is 0.487. (9) The peptide sequence is LLSNAPLGPQFP. The MHC is DRB1_0401 with pseudo-sequence DRB1_0401. The binding affinity (normalized) is 0. (10) The peptide sequence is AQTTANPSCPEGT. The MHC is DRB1_1101 with pseudo-sequence DRB1_1101. The binding affinity (normalized) is 0.